Task: Predict the product of the given reaction.. Dataset: Forward reaction prediction with 1.9M reactions from USPTO patents (1976-2016) (1) Given the reactants Cl.[O:2]1[C:6]2[CH:7]=[CH:8][CH:9]=[C:10]([CH:11]3[CH2:16][CH2:15][N:14]([CH2:17][CH2:18][C@H:19]4[CH2:24][CH2:23][C@H:22]([NH2:25])[CH2:21][CH2:20]4)[CH2:13][CH2:12]3)[C:5]=2[O:4][CH2:3]1.[CH2:26]([O:28][CH2:29][CH2:30][C:31](O)=[O:32])[CH3:27], predict the reaction product. The product is: [O:2]1[C:6]2[CH:7]=[CH:8][CH:9]=[C:10]([CH:11]3[CH2:16][CH2:15][N:14]([CH2:17][CH2:18][C@H:19]4[CH2:20][CH2:21][C@H:22]([NH:25][C:31](=[O:32])[CH2:30][CH2:29][O:28][CH2:26][CH3:27])[CH2:23][CH2:24]4)[CH2:13][CH2:12]3)[C:5]=2[O:4][CH2:3]1. (2) Given the reactants Cl.[C:2]([C:6]1[CH:11]=[CH:10][C:9]([C@@H:12]([NH2:14])[CH3:13])=[CH:8][CH:7]=1)([CH3:5])([CH3:4])[CH3:3].[CH3:15][O:16][C:17](=[O:43])[C:18]([O:21][C:22]1[CH:23]=[C:24]([CH:40]=[CH:41][CH:42]=1)[CH2:25][N:26]1[C:34]2[C:29](=[CH:30][C:31]([C:35](O)=[O:36])=[CH:32][CH:33]=2)[C:28]([CH3:38])=[C:27]1[CH3:39])([CH3:20])[CH3:19], predict the reaction product. The product is: [C:2]([C:6]1[CH:7]=[CH:8][C:9]([C@@H:12]([NH:14][C:35]([C:31]2[CH:30]=[C:29]3[C:34](=[CH:33][CH:32]=2)[N:26]([CH2:25][C:24]2[CH:23]=[C:22]([CH:42]=[CH:41][CH:40]=2)[O:21][C:18]([CH3:19])([CH3:20])[C:17]([O:16][CH3:15])=[O:43])[C:27]([CH3:39])=[C:28]3[CH3:38])=[O:36])[CH3:13])=[CH:10][CH:11]=1)([CH3:5])([CH3:3])[CH3:4]. (3) Given the reactants [Br:1][C:2]1[CH:7]=[CH:6][C:5]([NH:8][C:9]2[C:18]([F:19])=[C:17]3[C:12]([C:13]([CH3:20])=[CH:14][CH:15]=[N:16]3)=[CH:11][C:10]=2[C:21](O)=[O:22])=[C:4]([F:24])[CH:3]=1.[CH:25]1([CH2:28][O:29][NH2:30])[CH2:27][CH2:26]1, predict the reaction product. The product is: [CH:25]1([CH2:28][O:29][NH:30][C:21]([C:10]2[CH:11]=[C:12]3[C:17](=[C:18]([F:19])[C:9]=2[NH:8][C:5]2[CH:6]=[CH:7][C:2]([Br:1])=[CH:3][C:4]=2[F:24])[N:16]=[CH:15][CH:14]=[C:13]3[CH3:20])=[O:22])[CH2:27][CH2:26]1. (4) Given the reactants [OH:1][CH2:2][C:3]([CH3:7])([CH2:5][OH:6])[CH3:4].[C:8](Cl)(=[O:15])[C:9]1[CH:14]=[CH:13][CH:12]=[CH:11][CH:10]=1.N1C=CC=CC=1, predict the reaction product. The product is: [C:8]([O:1][CH2:2][C:3]([CH3:7])([CH3:4])[CH2:5][OH:6])(=[O:15])[C:9]1[CH:14]=[CH:13][CH:12]=[CH:11][CH:10]=1. (5) Given the reactants [CH3:1][C:2]1[N:6]([CH2:7][C:8]2[CH:13]=[CH:12][CH:11]=[C:10]([C:14]([N:16]3[CH2:21][CH2:20][N:19]([CH3:22])[CH2:18][CH2:17]3)=[O:15])[CH:9]=2)[CH:5]=[C:4]([C:23](O)=O)[CH:3]=1.[F:26][C:27]([F:39])([F:38])[C:28]1[CH:37]=[CH:36][C:31]([C:32]([NH2:35])=[N:33][OH:34])=[CH:30][CH:29]=1, predict the reaction product. The product is: [CH3:22][N:19]1[CH2:18][CH2:17][N:16]([C:14]([C:10]2[CH:11]=[CH:12][CH:13]=[C:8]([CH2:7][N:6]3[CH:5]=[C:4]([C:23]4[O:34][N:33]=[C:32]([C:31]5[CH:36]=[CH:37][C:28]([C:27]([F:38])([F:39])[F:26])=[CH:29][CH:30]=5)[N:35]=4)[CH:3]=[C:2]3[CH3:1])[CH:9]=2)=[O:15])[CH2:21][CH2:20]1. (6) The product is: [CH3:23][C:24]1[NH:25][C:26]2[C:31]([C:32]=1[CH3:33])=[CH:30][C:29]([O:34][C:2]1[C:11]3[C:6](=[CH:7][C:8]([O:14][CH2:15][CH:16]4[CH2:21][CH2:20][N:19]([CH3:22])[CH2:18][CH2:17]4)=[C:9]([O:12][CH3:13])[CH:10]=3)[N:5]=[CH:4][N:3]=1)=[CH:28][CH:27]=2. Given the reactants Cl[C:2]1[C:11]2[C:6](=[CH:7][C:8]([O:14][CH2:15][CH:16]3[CH2:21][CH2:20][N:19]([CH3:22])[CH2:18][CH2:17]3)=[C:9]([O:12][CH3:13])[CH:10]=2)[N:5]=[CH:4][N:3]=1.[CH3:23][C:24]1[NH:25][C:26]2[C:31]([C:32]=1[CH3:33])=[CH:30][C:29]([OH:34])=[CH:28][CH:27]=2, predict the reaction product. (7) Given the reactants [C:1]([CH2:4][CH2:5][CH2:6][C:7]1[CH:15]=[CH:14][CH:13]=[CH:12][C:8]=1[C:9]([OH:11])=[O:10])([OH:3])=O.CCN(C(C)C)C(C)C.CN(C(ON1N=NC2C=CC=NC1=2)=[N+](C)C)C.F[P-](F)(F)(F)(F)F.[CH2:49]([O:51][C:52](=[O:64])[C@H:53]([OH:63])[C@H:54]([NH2:62])[CH2:55][C:56]1[CH:61]=[CH:60][CH:59]=[CH:58][CH:57]=1)[CH3:50], predict the reaction product. The product is: [CH2:55]([C@@H:54]([NH:62][C:1]([CH2:4][CH2:5][CH2:6][C:7]1[CH:15]=[CH:14][CH:13]=[CH:12][C:8]=1[C:9]([OH:11])=[O:10])=[O:3])[C@H:53]([C:52]([O:51][CH2:49][CH3:50])=[O:64])[OH:63])[C:56]1[CH:61]=[CH:60][CH:59]=[CH:58][CH:57]=1.